Dataset: NCI-60 drug combinations with 297,098 pairs across 59 cell lines. Task: Regression. Given two drug SMILES strings and cell line genomic features, predict the synergy score measuring deviation from expected non-interaction effect. (1) Drug 1: C1CC(C1)(C(=O)O)C(=O)O.[NH2-].[NH2-].[Pt+2]. Drug 2: CC12CCC3C(C1CCC2OP(=O)(O)O)CCC4=C3C=CC(=C4)OC(=O)N(CCCl)CCCl.[Na+]. Cell line: MDA-MB-231. Synergy scores: CSS=5.24, Synergy_ZIP=0.907, Synergy_Bliss=3.64, Synergy_Loewe=1.25, Synergy_HSA=2.60. (2) Drug 1: CC12CCC(CC1=CCC3C2CCC4(C3CC=C4C5=CN=CC=C5)C)O. Drug 2: CCC1=C2CN3C(=CC4=C(C3=O)COC(=O)C4(CC)O)C2=NC5=C1C=C(C=C5)O. Cell line: SK-MEL-2. Synergy scores: CSS=25.9, Synergy_ZIP=6.45, Synergy_Bliss=13.8, Synergy_Loewe=-6.40, Synergy_HSA=12.0.